From a dataset of Catalyst prediction with 721,799 reactions and 888 catalyst types from USPTO. Predict which catalyst facilitates the given reaction. (1) Reactant: [F:1][C:2]1[CH:10]=[C:9]2[C:5]([C:6](I)=[CH:7][N:8]2[S:11]([C:14]2[CH:19]=[CH:18][CH:17]=[CH:16][CH:15]=2)(=[O:13])=[O:12])=[CH:4][CH:3]=1.[S:21]1[CH:25]=[CH:24][C:23]2[CH:26]=[C:27](B3OC(C)(C)C(C)(C)O3)[CH:28]=[CH:29][C:22]1=2.[O-]P([O-])([O-])=O.[K+].[K+].[K+]. Product: [S:21]1[CH:25]=[CH:24][C:23]2[CH:26]=[C:27]([C:6]3[C:5]4[C:9](=[CH:10][C:2]([F:1])=[CH:3][CH:4]=4)[N:8]([S:11]([C:14]4[CH:19]=[CH:18][CH:17]=[CH:16][CH:15]=4)(=[O:13])=[O:12])[CH:7]=3)[CH:28]=[CH:29][C:22]1=2. The catalyst class is: 117. (2) Reactant: [CH3:1][CH:2]([O:6][C:7]1[CH:15]=[CH:14][CH:13]=[C:12]2[C:8]=1[CH:9]=[CH:10][NH:11]2)[C:3]([OH:5])=[O:4].C(=O)([O-])[O-].[K+].[K+].[CH2:22](Br)[CH:23]=[CH2:24].O. Product: [CH2:24]([O:4][C:3](=[O:5])[CH:2]([O:6][C:7]1[CH:15]=[CH:14][CH:13]=[C:12]2[C:8]=1[CH:9]=[CH:10][NH:11]2)[CH3:1])[CH:23]=[CH2:22]. The catalyst class is: 42. (3) Reactant: [N:1]1([C:7]2[CH:28]=[CH:27][C:10]([NH:11][C:12]3[N:17]=[C:16]([C:18]4[N:22]([CH:23]([CH3:25])[CH3:24])[C:21]([CH3:26])=[N:20][CH:19]=4)[CH:15]=[CH:14][N:13]=3)=[CH:9][CH:8]=2)[CH2:6][CH2:5][NH:4][CH2:3][CH2:2]1.C(N(C(C)C)CC)(C)C.[Cl:38][CH2:39][C:40](Cl)=[O:41]. Product: [Cl:38][CH2:39][C:40]([N:4]1[CH2:5][CH2:6][N:1]([C:7]2[CH:28]=[CH:27][C:10]([NH:11][C:12]3[N:17]=[C:16]([C:18]4[N:22]([CH:23]([CH3:25])[CH3:24])[C:21]([CH3:26])=[N:20][CH:19]=4)[CH:15]=[CH:14][N:13]=3)=[CH:9][CH:8]=2)[CH2:2][CH2:3]1)=[O:41]. The catalyst class is: 2. (4) Reactant: [S:1]([OH:5])([OH:4])(=[O:3])=[O:2].[NH2:6][C:7]1[C:12]2[C:13]([C:16]3[CH:21]=[CH:20][C:19]([NH:22][C:23]([NH:25][C:26]4[CH:31]=[CH:30][CH:29]=[C:28]([F:32])[CH:27]=4)=[O:24])=[CH:18][CH:17]=3)=[CH:14][S:15][C:11]=2[C:10]([C:33]2[CH:34]=[N:35][N:36]([CH2:38][CH2:39][OH:40])[CH:37]=2)=[CH:9][N:8]=1. Product: [NH2:6][C:7]1[C:12]2[C:13]([C:16]3[CH:17]=[CH:18][C:19]([NH:22][C:23]([NH:25][C:26]4[CH:31]=[CH:30][CH:29]=[C:28]([F:32])[CH:27]=4)=[O:24])=[CH:20][CH:21]=3)=[CH:14][S:15][C:11]=2[C:10]([C:33]2[CH:34]=[N:35][N:36]([CH2:38][CH2:39][OH:40])[CH:37]=2)=[CH:9][N:8]=1.[S:1](=[O:3])(=[O:2])([OH:5])[OH:4]. The catalyst class is: 259.